This data is from Catalyst prediction with 721,799 reactions and 888 catalyst types from USPTO. The task is: Predict which catalyst facilitates the given reaction. (1) Product: [C:1]12([CH2:11][C:12]([NH:29][CH2:30][CH2:31][O:32][CH2:33][CH2:34][NH2:35])=[O:14])[CH2:10][CH:5]3[CH2:4][CH:3]([CH2:9][CH:7]([CH2:6]3)[CH2:8]1)[CH2:2]2. Reactant: [C:1]12([CH2:11][C:12]([OH:14])=O)[CH2:10][CH:5]3[CH2:6][CH:7]([CH2:9][CH:3]([CH2:4]3)[CH2:2]1)[CH2:8]2.C(Cl)CCl.C1C=CC2N(O)N=NC=2C=1.[NH2:29][CH2:30][CH2:31][O:32][CH2:33][CH2:34][NH2:35]. The catalyst class is: 2. (2) Reactant: [Br:1][C:2]1[CH:7]=[C:6](Br)[C:5]([N+:9]([O-:11])=[O:10])=[CH:4][N:3]=1.[O:12]1[CH2:17][CH2:16][CH:15]([CH2:18][NH2:19])[CH2:14][CH2:13]1.C(N(CC)CC)C. Product: [Br:1][C:2]1[CH:7]=[C:6]([NH:19][CH2:18][CH:15]2[CH2:16][CH2:17][O:12][CH2:13][CH2:14]2)[C:5]([N+:9]([O-:11])=[O:10])=[CH:4][N:3]=1. The catalyst class is: 30. (3) Reactant: [F:1][C:2]1[CH:7]=[C:6]([S:8][C:9]([F:12])([F:11])[F:10])[CH:5]=[CH:4][C:3]=1[N:13]([CH3:24])[C:14]([NH:16][CH2:17][C:18]1[CH:23]=[CH:22][CH:21]=[CH:20][N:19]=1)=[O:15].C(N(C(C)C)CC)(C)C.[F:34][C:35]1[CH:43]=[CH:42][CH:41]=[C:40]([F:44])[C:36]=1[C:37](Cl)=[O:38].C(OC)(C)(C)C. Product: [F:34][C:35]1[CH:43]=[CH:42][CH:41]=[C:40]([F:44])[C:36]=1[C:37]([N:16]([CH2:17][C:18]1[CH:23]=[CH:22][CH:21]=[CH:20][N:19]=1)[C:14]([N:13]([C:3]1[CH:4]=[CH:5][C:6]([S:8][C:9]([F:12])([F:11])[F:10])=[CH:7][C:2]=1[F:1])[CH3:24])=[O:15])=[O:38]. The catalyst class is: 11. (4) Reactant: CN(C(ON1N=NC2C=CC=NC1=2)=[N+](C)C)C.F[P-](F)(F)(F)(F)F.[C:25]1([S:31][C:32]2[S:33][C:34]([C:37]([OH:39])=O)=[CH:35][N:36]=2)[CH:30]=[CH:29][CH:28]=[CH:27][CH:26]=1.[NH2:40][C@@H:41]1[CH:46]2[CH2:47][CH2:48][N:43]([CH2:44][CH2:45]2)[CH2:42]1.CCN(C(C)C)C(C)C.[C:58]([OH:65])(=[O:64])/[CH:59]=[CH:60]/[C:61]([OH:63])=[O:62]. Product: [C:58]([OH:65])(=[O:64])/[CH:59]=[CH:60]/[C:61]([OH:63])=[O:62].[N:43]12[CH2:48][CH2:47][CH:46]([CH2:45][CH2:44]1)[C@@H:41]([NH:40][C:37]([C:34]1[S:33][C:32]([S:31][C:25]3[CH:26]=[CH:27][CH:28]=[CH:29][CH:30]=3)=[N:36][CH:35]=1)=[O:39])[CH2:42]2. The catalyst class is: 85. (5) Reactant: [C:1]([C:4]1[CH:13]=[C:12](O)[C:11]2[C:6](=[CH:7][C:8]([CH3:15])=[CH:9][CH:10]=2)[N:5]=1)([OH:3])=[O:2].P(Cl)(Cl)(Cl)(Cl)[Cl:17].[OH-].[Na+].[OH-].[K+]. Product: [C:1]([C:4]1[CH:13]=[C:12]([Cl:17])[C:11]2[C:6](=[CH:7][C:8]([CH3:15])=[CH:9][CH:10]=2)[N:5]=1)([OH:3])=[O:2]. The catalyst class is: 265. (6) Reactant: C[O:2][C:3](=[O:24])/[CH:4]=[CH:5]/[C:6]1[CH:7]=[C:8]2[C:20](=[CH:21][CH:22]=1)[O:19][C:11]1([CH2:15][CH2:14][N:13]([C:16](=[O:18])[CH3:17])[CH2:12]1)[CH2:10][C:9]2=[O:23].Cl. Product: [C:16]([N:13]1[CH2:14][CH2:15][C:11]2([CH2:10][C:9](=[O:23])[C:8]3[C:20](=[CH:21][CH:22]=[C:6](/[CH:5]=[CH:4]/[C:3]([OH:24])=[O:2])[CH:7]=3)[O:19]2)[CH2:12]1)(=[O:18])[CH3:17]. The catalyst class is: 52.